This data is from Reaction yield outcomes from USPTO patents with 853,638 reactions. The task is: Predict the reaction yield, written as a fraction of the theoretical maximum amount of product (1.0 means a 100% yield; for example, 0.34 means a 34% yield). The reactants are [F:1][C:2]([F:43])([F:42])[C:3]1[CH:4]=[C:5]([C@H:13]([N:15]([CH3:41])[C:16]([N:18]2[CH2:32][CH2:31][C@:21]3([NH:25][C@:24]([CH3:30])([C:26](OC)=[O:27])[CH2:23][CH2:22]3)[CH2:20][C@@H:19]2[C:33]2[CH:38]=[CH:37][C:36]([F:39])=[CH:35][C:34]=2[CH3:40])=[O:17])[CH3:14])[CH:6]=[C:7]([C:9]([F:12])([F:11])[F:10])[CH:8]=1.[NH3:44]. No catalyst specified. The product is [F:10][C:9]([F:11])([F:12])[C:7]1[CH:6]=[C:5]([C@H:13]([N:15]([CH3:41])[C:16]([N:18]2[CH2:32][CH2:31][C@:21]3([NH:25][C@:24]([CH3:30])([C:26]([NH2:44])=[O:27])[CH2:23][CH2:22]3)[CH2:20][C@@H:19]2[C:33]2[CH:38]=[CH:37][C:36]([F:39])=[CH:35][C:34]=2[CH3:40])=[O:17])[CH3:14])[CH:4]=[C:3]([C:2]([F:43])([F:1])[F:42])[CH:8]=1. The yield is 0.372.